Task: Predict which catalyst facilitates the given reaction.. Dataset: Catalyst prediction with 721,799 reactions and 888 catalyst types from USPTO (1) Reactant: Cl[C:2]1[C:3]2[CH:11]=[CH:10][N:9]=[CH:8][C:4]=2[N:5]=[CH:6][N:7]=1.[NH2:12][NH2:13]. Product: [N:5]1[C:4]2[CH:8]=[N:9][CH:10]=[CH:11][C:3]=2[C:2]([NH:12][NH2:13])=[N:7][CH:6]=1. The catalyst class is: 1. (2) Reactant: Cl[C:2]1[CH:7]=[N:6][CH:5]=[C:4]([Cl:8])[N:3]=1.[NH2:9][C:10]1[CH:18]=[CH:17][C:13]([C:14]([OH:16])=[O:15])=[CH:12][C:11]=1[O:19][CH3:20].CC1(C)C2C(=C(P(C3C=CC=CC=3)C3C=CC=CC=3)C=CC=2)OC2C(P(C3C=CC=CC=3)C3C=CC=CC=3)=CC=CC1=2.CC([O-])(C)C.[Na+]. Product: [Cl:8][C:4]1[N:3]=[C:2]([NH:9][C:10]2[CH:18]=[CH:17][C:13]([C:14]([OH:16])=[O:15])=[CH:12][C:11]=2[O:19][CH3:20])[CH:7]=[N:6][CH:5]=1. The catalyst class is: 62. (3) Reactant: I[C:2]1[CH:3]=[C:4]([NH:9][C:10](=[O:21])[C:11]2[CH:16]=[CH:15][CH:14]=[C:13]([C:17]([F:20])([F:19])[F:18])[CH:12]=2)[CH:5]=[CH:6][C:7]=1[CH3:8].CC1(C)C(C)(C)OB([C:30]2[CH:35]=[CH:34][C:33]([N+:36]([O-:38])=[O:37])=[CH:32][CH:31]=2)O1.C1(C)C=CC=CC=1.C([O-])([O-])=O.[K+].[K+]. Product: [CH3:8][C:7]1[C:2]([C:30]2[CH:35]=[CH:34][C:33]([N+:36]([O-:38])=[O:37])=[CH:32][CH:31]=2)=[CH:3][C:4]([NH:9][C:10](=[O:21])[C:11]2[CH:16]=[CH:15][CH:14]=[C:13]([C:17]([F:20])([F:19])[F:18])[CH:12]=2)=[CH:5][CH:6]=1. The catalyst class is: 461. (4) Reactant: [NH2:1][CH2:2][CH:3]([OH:24])[CH2:4][O:5][C:6]1[C:11]([CH:12]2[CH2:15][CH2:14][CH2:13]2)=[CH:10][CH:9]=[C:8]([C:16]2[CH:21]=[N:20][C:19]([NH2:22])=[CH:18][N:17]=2)[C:7]=1[F:23].Cl[C:26]1[N:31]=[CH:30][CH:29]=[CH:28][N:27]=1.C([O-])([O-])=O.[Cs+].[Cs+].CN(C=O)C. Product: [NH2:22][C:19]1[N:20]=[CH:21][C:16]([C:8]2[C:7]([F:23])=[C:6]([C:11]([CH:12]3[CH2:15][CH2:14][CH2:13]3)=[CH:10][CH:9]=2)[O:5][CH2:4][CH:3]([OH:24])[CH2:2][NH:1][C:26]2[N:31]=[CH:30][CH:29]=[CH:28][N:27]=2)=[N:17][CH:18]=1. The catalyst class is: 6.